This data is from Full USPTO retrosynthesis dataset with 1.9M reactions from patents (1976-2016). The task is: Predict the reactants needed to synthesize the given product. Given the product [CH3:9][O:10][C:11]1[CH:16]=[CH:15][C:14]([C:2]2[C:3]([CH3:8])=[N:4][CH:5]=[CH:6][CH:7]=2)=[CH:13][CH:12]=1, predict the reactants needed to synthesize it. The reactants are: Br[C:2]1[C:3]([CH3:8])=[N:4][CH:5]=[CH:6][CH:7]=1.[CH3:9][O:10][C:11]1[CH:16]=[CH:15][C:14](B(O)O)=[CH:13][CH:12]=1.C([O-])([O-])=O.[Na+].[Na+].C(Cl)Cl.